Regression. Given two drug SMILES strings and cell line genomic features, predict the synergy score measuring deviation from expected non-interaction effect. From a dataset of NCI-60 drug combinations with 297,098 pairs across 59 cell lines. (1) Drug 1: COC1=C(C=C2C(=C1)N=CN=C2NC3=CC(=C(C=C3)F)Cl)OCCCN4CCOCC4. Drug 2: C1=CC(=C2C(=C1NCCNCCO)C(=O)C3=C(C=CC(=C3C2=O)O)O)NCCNCCO. Cell line: NCI-H522. Synergy scores: CSS=64.9, Synergy_ZIP=2.74, Synergy_Bliss=2.65, Synergy_Loewe=3.42, Synergy_HSA=10.5. (2) Drug 1: CN1CCC(CC1)COC2=C(C=C3C(=C2)N=CN=C3NC4=C(C=C(C=C4)Br)F)OC. Drug 2: C(CC(=O)O)C(=O)CN.Cl. Cell line: NCI-H460. Synergy scores: CSS=9.08, Synergy_ZIP=-3.40, Synergy_Bliss=-1.90, Synergy_Loewe=-1.07, Synergy_HSA=-0.854. (3) Drug 1: CC1C(C(CC(O1)OC2CC(CC3=C2C(=C4C(=C3O)C(=O)C5=C(C4=O)C(=CC=C5)OC)O)(C(=O)CO)O)N)O.Cl. Drug 2: C1=NC2=C(N1)C(=S)N=C(N2)N. Cell line: CAKI-1. Synergy scores: CSS=27.9, Synergy_ZIP=-1.95, Synergy_Bliss=0.146, Synergy_Loewe=0.253, Synergy_HSA=2.24. (4) Drug 1: CC1CCC2CC(C(=CC=CC=CC(CC(C(=O)C(C(C(=CC(C(=O)CC(OC(=O)C3CCCCN3C(=O)C(=O)C1(O2)O)C(C)CC4CCC(C(C4)OC)O)C)C)O)OC)C)C)C)OC. Drug 2: C(CC(=O)O)C(=O)CN.Cl. Cell line: NCI-H522. Synergy scores: CSS=14.8, Synergy_ZIP=-4.45, Synergy_Bliss=-0.437, Synergy_Loewe=-45.4, Synergy_HSA=1.55. (5) Drug 1: C1=CC=C(C=C1)NC(=O)CCCCCCC(=O)NO. Drug 2: CN(CCCl)CCCl.Cl. Cell line: SF-295. Synergy scores: CSS=13.2, Synergy_ZIP=-2.94, Synergy_Bliss=-0.436, Synergy_Loewe=-5.06, Synergy_HSA=-1.14. (6) Drug 1: C1=CC(=C2C(=C1NCCNCCO)C(=O)C3=C(C=CC(=C3C2=O)O)O)NCCNCCO. Drug 2: CCC1(CC2CC(C3=C(CCN(C2)C1)C4=CC=CC=C4N3)(C5=C(C=C6C(=C5)C78CCN9C7C(C=CC9)(C(C(C8N6C=O)(C(=O)OC)O)OC(=O)C)CC)OC)C(=O)OC)O.OS(=O)(=O)O. Cell line: HCT-15. Synergy scores: CSS=54.7, Synergy_ZIP=11.4, Synergy_Bliss=11.8, Synergy_Loewe=8.69, Synergy_HSA=10.7.